Dataset: NCI-60 drug combinations with 297,098 pairs across 59 cell lines. Task: Regression. Given two drug SMILES strings and cell line genomic features, predict the synergy score measuring deviation from expected non-interaction effect. (1) Drug 1: COC1=C(C=C2C(=C1)N=CN=C2NC3=CC(=C(C=C3)F)Cl)OCCCN4CCOCC4. Drug 2: CNC(=O)C1=NC=CC(=C1)OC2=CC=C(C=C2)NC(=O)NC3=CC(=C(C=C3)Cl)C(F)(F)F. Cell line: CAKI-1. Synergy scores: CSS=63.3, Synergy_ZIP=-3.03, Synergy_Bliss=-2.80, Synergy_Loewe=-0.922, Synergy_HSA=1.71. (2) Drug 1: COC1=CC(=CC(=C1O)OC)C2C3C(COC3=O)C(C4=CC5=C(C=C24)OCO5)OC6C(C(C7C(O6)COC(O7)C8=CC=CS8)O)O. Drug 2: COC1=NC(=NC2=C1N=CN2C3C(C(C(O3)CO)O)O)N. Cell line: PC-3. Synergy scores: CSS=22.7, Synergy_ZIP=-5.72, Synergy_Bliss=0.720, Synergy_Loewe=-11.6, Synergy_HSA=1.56. (3) Drug 1: C1=CC=C(C=C1)NC(=O)CCCCCCC(=O)NO. Drug 2: C1CN(CCN1C(=O)CCBr)C(=O)CCBr. Cell line: SR. Synergy scores: CSS=78.5, Synergy_ZIP=3.00, Synergy_Bliss=4.03, Synergy_Loewe=-1.24, Synergy_HSA=4.16. (4) Drug 1: CN(C)C1=NC(=NC(=N1)N(C)C)N(C)C. Drug 2: C1C(C(OC1N2C=C(C(=O)NC2=O)F)CO)O. Cell line: RXF 393. Synergy scores: CSS=24.8, Synergy_ZIP=-2.88, Synergy_Bliss=3.12, Synergy_Loewe=-67.8, Synergy_HSA=0.275.